From a dataset of Reaction yield outcomes from USPTO patents with 853,638 reactions. Predict the reaction yield, written as a fraction of the theoretical maximum amount of product (1.0 means a 100% yield; for example, 0.34 means a 34% yield). (1) The reactants are [Cl:1][C:2]1[CH:3]=[CH:4][C:5]([S:9][CH3:10])=[C:6]([NH2:8])[CH:7]=1.[Cl:11][C:12]1[CH:17]=[CH:16][C:15]([S:18](Cl)(=[O:20])=[O:19])=[CH:14][C:13]=1[CH3:22]. No catalyst specified. The product is [Cl:11][C:12]1[CH:17]=[CH:16][C:15]([S:18]([NH:8][C:6]2[CH:7]=[C:2]([Cl:1])[CH:3]=[CH:4][C:5]=2[S:9][CH3:10])(=[O:20])=[O:19])=[CH:14][C:13]=1[CH3:22]. The yield is 0.590. (2) The reactants are Br[C:2]1[S:6][C:5]([S:7]([NH:10][C:11]2[CH:16]=[CH:15][CH:14]=[C:13]([C:17]3[NH:21][N:20]=[N:19][N:18]=3)[CH:12]=2)(=[O:9])=[O:8])=[CH:4][CH:3]=1.[CH3:22][C:23]1[CH:28]=[CH:27][C:26](B(O)O)=[CH:25][CH:24]=1. No catalyst specified. The product is [CH3:22][C:23]1[CH:28]=[CH:27][C:26]([C:2]2[S:6][C:5]([S:7]([NH:10][C:11]3[CH:16]=[CH:15][CH:14]=[C:13]([C:17]4[NH:21][N:20]=[N:19][N:18]=4)[CH:12]=3)(=[O:9])=[O:8])=[CH:4][CH:3]=2)=[CH:25][CH:24]=1. The yield is 0.280. (3) The reactants are [Si]([O:8][C@H:9]1[C@H:15]2[CH2:16][N:11]([C:12]3[CH:30]=[CH:29][C:28]([C:31]4[CH:36]=[CH:35][CH:34]=[C:33]([C:37]([F:40])([F:39])[F:38])[CH:32]=4)=[N:27][C:13]=3[N:14]2[C:17]([NH:19][C:20]2[S:21][C:22]([CH3:26])=[C:23]([CH3:25])[N:24]=2)=[O:18])[CH2:10]1)(C(C)(C)C)(C)C.CCCC[N+](CCCC)(CCCC)CCCC.[F-].C1COCC1.O.CCOC(C)=O. The catalyst is C1COCC1. The product is [CH3:25][C:23]1[N:24]=[C:20]([NH:19][C:17]([N:14]2[C@@H:15]3[CH2:16][N:11]([CH2:10][C@H:9]3[OH:8])[C:12]3[CH:30]=[CH:29][C:28]([C:31]4[CH:36]=[CH:35][CH:34]=[C:33]([C:37]([F:40])([F:39])[F:38])[CH:32]=4)=[N:27][C:13]2=3)=[O:18])[S:21][C:22]=1[CH3:26]. The yield is 0.500. (4) The reactants are C(Cl)(Cl)(Cl)Cl.[CH3:6][O:7][C:8](=[O:17])[C:9]1[CH:14]=[CH:13][C:12]([Br:15])=[C:11]([CH3:16])[CH:10]=1.C1C(=O)N([Br:25])C(=O)C1. The catalyst is C(Cl)Cl. The product is [Br:15][C:12]1[CH:13]=[CH:14][C:9]([C:8]([O:7][CH3:6])=[O:17])=[CH:10][C:11]=1[CH2:16][Br:25]. The yield is 0.570. (5) The reactants are [CH3:1][Si:2]([CH3:10])([CH3:9])[C:3]#[C:4][CH2:5][CH2:6][CH2:7][OH:8].CCN(CC)CC.Cl[S:19]([N:22]=C=O)(=[O:21])=[O:20].C(O)=O. The catalyst is C(Cl)Cl. The product is [S:19](=[O:21])(=[O:20])([O:8][CH2:7][CH2:6][CH2:5][C:4]#[C:3][Si:2]([CH3:10])([CH3:9])[CH3:1])[NH2:22]. The yield is 0.510. (6) The reactants are [Cl:1][C:2]1[CH:3]=[CH:4][C:5]2[N:6]([C:8]([C:11]([C:14]3[C:15]([F:25])=[C:16]4[C:20](=[CH:21][C:22]=3[F:23])[N:19]([CH3:24])[N:18]=[CH:17]4)(O)[CH3:12])=[CH:9][N:10]=2)[N:7]=1.II.[PH2](=O)O. The catalyst is C(O)(=O)C. The product is [Cl:1][C:2]1[CH:3]=[CH:4][C:5]2[N:6]([C:8]([CH:11]([C:14]3[C:15]([F:25])=[C:16]4[C:20](=[CH:21][C:22]=3[F:23])[N:19]([CH3:24])[N:18]=[CH:17]4)[CH3:12])=[CH:9][N:10]=2)[N:7]=1. The yield is 0.632. (7) The reactants are C([O:3][C:4]([C:6]1[C:7]([C:12]2[CH:17]=[CH:16][C:15]([Cl:18])=[CH:14][N:13]=2)=[N:8][O:9][C:10]=1[CH3:11])=O)C.C(OC(C1C(C2C=CC(F)=CN=2)=NOC=1C)=O)C. No catalyst specified. The product is [Cl:18][C:15]1[CH:16]=[CH:17][C:12]([C:7]2[C:6]([CH2:4][OH:3])=[C:10]([CH3:11])[O:9][N:8]=2)=[N:13][CH:14]=1. The yield is 0.730. (8) The reactants are [N:1]1[CH:6]=[CH:5][CH:4]=[CH:3][C:2]=1[O:7][CH2:8][C:9]1[CH:16]=[CH:15][C:12]([CH:13]=O)=[CH:11][CH:10]=1.[N+:17]([CH3:20])([O-:19])=[O:18].C([O-])(=O)C.[NH4+].C(O)(=O)C. The catalyst is O. The product is [N+:17](/[CH:20]=[CH:13]/[C:12]1[CH:15]=[CH:16][C:9]([CH2:8][O:7][C:2]2[CH:3]=[CH:4][CH:5]=[CH:6][N:1]=2)=[CH:10][CH:11]=1)([O-:19])=[O:18]. The yield is 0.745. (9) The reactants are [CH3:1][C:2]1([OH:12])[CH2:11][CH2:10][C:5]2([O:9][CH2:8][CH2:7][O:6]2)[CH2:4][CH2:3]1.[H-].[Na+].[CH3:15][C:16]1([O:19][CH2:18]1)[CH3:17]. The catalyst is CN(C)C=O.O. The product is [CH3:15][C:16]([OH:19])([CH3:18])[CH2:17][O:12][C:2]1([CH3:1])[CH2:11][CH2:10][C:5]2([O:6][CH2:7][CH2:8][O:9]2)[CH2:4][CH2:3]1. The yield is 0.320. (10) The reactants are [N+]([C:4]1[CH:11]=[CH:10][CH:9]=[C:8]([N+:12]([O-:14])=[O:13])[C:5]=1[C:6]#[N:7])([O-])=O.[OH:15][CH2:16][CH:17]1[CH2:21][CH2:20][O:19][CH2:18]1. No catalyst specified. The product is [N+:12]([C:8]1[CH:9]=[CH:10][CH:11]=[C:4]([O:15][CH2:16][CH:17]2[CH2:21][CH2:20][O:19][CH2:18]2)[C:5]=1[C:6]#[N:7])([O-:14])=[O:13]. The yield is 0.480.